From a dataset of Reaction yield outcomes from USPTO patents with 853,638 reactions. Predict the reaction yield, written as a fraction of the theoretical maximum amount of product (1.0 means a 100% yield; for example, 0.34 means a 34% yield). (1) The reactants are [C:1]1(C2(C(O)=O)C=CON2)[CH:6]=[CH:5][CH:4]=[CH:3][CH:2]=1.[C:15]([O:19][C:20](=[O:26])[NH:21][CH2:22][CH2:23][CH2:24][NH2:25])([CH3:18])([CH3:17])[CH3:16].CCO[C:30]([C:32]([C:45]#N)=[N:33][O:34][C:35](N1CCOCC1)=[N+](C)C)=[O:31].F[P-](F)(F)(F)(F)F.CCN(C(C)C)C(C)C. The catalyst is CN(C=O)C. The product is [C:1]1([C:35]2[O:34][N:33]=[C:32]([C:30]([NH:25][CH2:24][CH2:23][CH2:22][NH:21][C:20](=[O:26])[O:19][C:15]([CH3:18])([CH3:16])[CH3:17])=[O:31])[CH:45]=2)[CH:6]=[CH:5][CH:4]=[CH:3][CH:2]=1. The yield is 0.850. (2) The reactants are [H-].[Na+].CS(C)=O.[I-].[CH3:8][S+](C)C.[Cl:12][C:13]1[CH:18]=[CH:17][C:16]([C:19]([C:21]2[CH:26]=[CH:25][C:24]([I:27])=[CH:23][CH:22]=2)=[O:20])=[CH:15][CH:14]=1. The catalyst is C(OCC)(=O)C. The product is [Cl:12][C:13]1[CH:18]=[CH:17][C:16]([C:19]2([C:21]3[CH:26]=[CH:25][C:24]([I:27])=[CH:23][CH:22]=3)[CH2:8][O:20]2)=[CH:15][CH:14]=1. The yield is 0.970.